From a dataset of Forward reaction prediction with 1.9M reactions from USPTO patents (1976-2016). Predict the product of the given reaction. (1) Given the reactants [Br:1][C:2]1[CH:11]=[CH:10][C:9]([O:12][CH2:13][CH3:14])=[C:8]2[C:3]=1[CH2:4][CH:5]([CH2:15][CH3:16])[N:6]=[CH:7]2.C(O[CH:20]=[C:21]([C:27](=[O:29])[CH3:28])[C:22]([O:24][CH2:25][CH3:26])=[O:23])C, predict the reaction product. The product is: [Br:1][C:2]1[C:3]2[CH2:4][CH:5]([CH2:15][CH3:16])[N:6]3[CH:7]([C:8]=2[C:9]([O:12][CH2:13][CH3:14])=[CH:10][CH:11]=1)[CH2:28][C:27](=[O:29])[C:21]([C:22]([O:24][CH2:25][CH3:26])=[O:23])=[CH:20]3. (2) Given the reactants [C:1](Cl)(=[O:8])[C:2]1[CH:7]=[CH:6][CH:5]=[CH:4][CH:3]=1.[NH:10]1[CH2:15][CH2:14][CH:13]([CH2:16][CH2:17][CH2:18][CH2:19][NH:20][C:21](=[O:30])[CH2:22][CH2:23][C:24]2[CH:25]=[N:26][CH:27]=[CH:28][CH:29]=2)[CH2:12][CH2:11]1.C(=O)([O-])[O-].[K+].[K+], predict the reaction product. The product is: [C:1]([N:10]1[CH2:15][CH2:14][CH:13]([CH2:16][CH2:17][CH2:18][CH2:19][NH:20][C:21](=[O:30])[CH2:22][CH2:23][C:24]2[CH:25]=[N:26][CH:27]=[CH:28][CH:29]=2)[CH2:12][CH2:11]1)(=[O:8])[C:2]1[CH:7]=[CH:6][CH:5]=[CH:4][CH:3]=1. (3) Given the reactants Br[C:2]1[CH:3]=[C:4]([S:9]([NH:12][C:13]2[CH:22]=[CH:21][C:16]([C:17]([O:19][CH3:20])=[O:18])=[C:15]([OH:23])[CH:14]=2)(=[O:11])=[O:10])[CH:5]=[N:6][C:7]=1[Cl:8].[F:24][C:25]1[C:30]([O:31][CH3:32])=[CH:29][CH:28]=[CH:27][C:26]=1B(O)O.CCN(C(C)C)C(C)C.C(Cl)Cl.C(O)(C(F)(F)F)=O, predict the reaction product. The product is: [Cl:8][C:7]1[N:6]=[CH:5][C:4]([S:9]([NH:12][C:13]2[CH:22]=[CH:21][C:16]([C:17]([O:19][CH3:20])=[O:18])=[C:15]([OH:23])[CH:14]=2)(=[O:11])=[O:10])=[CH:3][C:2]=1[C:26]1[CH:27]=[CH:28][CH:29]=[C:30]([O:31][CH3:32])[C:25]=1[F:24].